This data is from Catalyst prediction with 721,799 reactions and 888 catalyst types from USPTO. The task is: Predict which catalyst facilitates the given reaction. Reactant: [CH2:1]([N:4]([CH2:8][CH2:9][CH3:10])[CH2:5][CH2:6][NH2:7])[CH2:2][CH3:3].Cl[C:12]1[N:13]=[N+:14]([O-:23])[C:15]2[C:21]([CH3:22])=[CH:20][CH:19]=[CH:18][C:16]=2[N:17]=1. Product: [CH3:22][C:21]1[C:15]2[N+:14]([O-:23])=[N:13][C:12]([NH:7][CH2:6][CH2:5][N:4]([CH2:8][CH2:9][CH3:10])[CH2:1][CH2:2][CH3:3])=[N:17][C:16]=2[CH:18]=[CH:19][CH:20]=1. The catalyst class is: 57.